This data is from Catalyst prediction with 721,799 reactions and 888 catalyst types from USPTO. The task is: Predict which catalyst facilitates the given reaction. (1) Reactant: [CH2:1]([C:7]1[CH:8]=[C:9]([C:13]2[N:17]([CH3:18])[C:16]([C:19]([N:21]3[CH2:26][CH2:25][CH:24]([N:27]4[CH2:31][CH2:30][CH2:29][CH2:28]4)[CH2:23][CH2:22]3)=[O:20])=[C:15]([CH2:32][CH2:33][CH2:34][OH:35])[N:14]=2)[CH:10]=[CH:11][CH:12]=1)[CH2:2][CH2:3][CH2:4][CH2:5][CH3:6].[F:36][C:37]1[CH:44]=[CH:43][C:40]([CH2:41]Br)=[CH:39][CH:38]=1.[H-].[Na+]. Product: [F:36][C:37]1[CH:44]=[CH:43][C:40]([CH2:41][O:35][CH2:34][CH2:33][CH2:32][C:15]2[N:14]=[C:13]([C:9]3[CH:10]=[CH:11][CH:12]=[C:7]([CH2:1][CH2:2][CH2:3][CH2:4][CH2:5][CH3:6])[CH:8]=3)[N:17]([CH3:18])[C:16]=2[C:19]([N:21]2[CH2:26][CH2:25][CH:24]([N:27]3[CH2:31][CH2:30][CH2:29][CH2:28]3)[CH2:23][CH2:22]2)=[O:20])=[CH:39][CH:38]=1. The catalyst class is: 3. (2) Reactant: [NH2:1][C:2]1[CH:19]=[CH:18][C:5]([C:6]([NH:8][CH2:9][CH2:10][CH2:11][N:12]2[CH2:17][CH2:16][O:15][CH2:14][CH2:13]2)=[O:7])=[C:4]([O:20][CH3:21])[CH:3]=1.[F:22][C:23]([F:35])([F:34])[O:24][C:25]1[CH:30]=[CH:29][C:28]([N:31]=[C:32]=[O:33])=[CH:27][CH:26]=1. Product: [CH3:21][O:20][C:4]1[CH:3]=[C:2]([NH:1][C:32]([NH:31][C:28]2[CH:29]=[CH:30][C:25]([O:24][C:23]([F:22])([F:34])[F:35])=[CH:26][CH:27]=2)=[O:33])[CH:19]=[CH:18][C:5]=1[C:6]([NH:8][CH2:9][CH2:10][CH2:11][N:12]1[CH2:17][CH2:16][O:15][CH2:14][CH2:13]1)=[O:7]. The catalyst class is: 4.